From a dataset of Catalyst prediction with 721,799 reactions and 888 catalyst types from USPTO. Predict which catalyst facilitates the given reaction. Reactant: Cl.[CH:2]([CH:15]1[C:20](=[O:21])[CH2:19][CH2:18][NH:17][CH2:16]1)([C:9]1[CH:14]=[CH:13][CH:12]=[CH:11][CH:10]=1)[C:3]1[CH:8]=[CH:7][CH:6]=[CH:5][CH:4]=1.[CH3:22][O:23][C:24]1[CH:29]=[CH:28][CH:27]=[CH:26][C:25]=1[N:30]=[C:31]=[O:32].C(N(CC)CC)C. Product: [CH:2]([CH:15]1[C:20](=[O:21])[CH2:19][CH2:18][N:17]([C:31]([NH:30][C:25]2[CH:26]=[CH:27][CH:28]=[CH:29][C:24]=2[O:23][CH3:22])=[O:32])[CH2:16]1)([C:9]1[CH:14]=[CH:13][CH:12]=[CH:11][CH:10]=1)[C:3]1[CH:4]=[CH:5][CH:6]=[CH:7][CH:8]=1. The catalyst class is: 4.